The task is: Predict the product of the given reaction.. This data is from Forward reaction prediction with 1.9M reactions from USPTO patents (1976-2016). (1) Given the reactants C([O:8][C:9]1[CH:10]=[CH:11][C:12]([C@@H:20]([O:40][Si:41]([C:44]([CH3:47])([CH3:46])[CH3:45])([CH3:43])[CH3:42])[CH2:21][N:22]([CH2:30][C:31]2[CH:39]=[CH:38][C:34]([C:35]([OH:37])=[O:36])=[CH:33][CH:32]=2)[C:23]([O:25][C:26]([CH3:29])([CH3:28])[CH3:27])=[O:24])=[C:13]2[C:18]=1[NH:17][C:16](=[O:19])[CH:15]=[CH:14]2)C1C=CC=CC=1.CC1CC=CCC=1, predict the reaction product. The product is: [C:26]([O:25][C:23]([N:22]([CH2:30][C:31]1[CH:32]=[CH:33][C:34]([C:35]([OH:37])=[O:36])=[CH:38][CH:39]=1)[CH2:21][C@H:20]([O:40][Si:41]([C:44]([CH3:47])([CH3:46])[CH3:45])([CH3:43])[CH3:42])[C:12]1[CH:11]=[CH:10][C:9]([OH:8])=[C:18]2[C:13]=1[CH:14]=[CH:15][C:16](=[O:19])[NH:17]2)=[O:24])([CH3:27])([CH3:28])[CH3:29]. (2) Given the reactants C(OC([N:8]1[CH2:13][CH2:12][N:11]([C:14]2[C:19]([F:20])=[CH:18][C:17]([C@H:21]3[CH2:25][O:24]C(C)(C)[O:22]3)=[CH:16][N:15]=2)[CH2:10][C@@H:9]1[CH3:28])=O)(C)(C)C.Cl.C(OCC)C, predict the reaction product. The product is: [F:20][C:19]1[CH:18]=[C:17]([C@H:21]([OH:22])[CH2:25][OH:24])[CH:16]=[N:15][C:14]=1[N:11]1[CH2:12][CH2:13][NH:8][C@@H:9]([CH3:28])[CH2:10]1. (3) Given the reactants [I-].[CH2:2]([O:9][C:10]1[CH:18]=[C:17]2[C:13]([C:14]([CH2:19][N+](C)(C)C)=[CH:15][NH:16]2)=[CH:12][CH:11]=1)[C:3]1[CH:8]=[CH:7][CH:6]=[CH:5][CH:4]=1.[C-:24]#[N:25].[Na+], predict the reaction product. The product is: [CH2:2]([O:9][C:10]1[CH:18]=[C:17]2[C:13]([C:14]([CH2:19][C:24]#[N:25])=[CH:15][NH:16]2)=[CH:12][CH:11]=1)[C:3]1[CH:4]=[CH:5][CH:6]=[CH:7][CH:8]=1. (4) Given the reactants I[C:2]1[C:10]2[C:5](=[CH:6][CH:7]=[C:8]([NH:11][C:12](=[O:22])[C@H:13]([O:20][CH3:21])[C:14]3[CH:19]=[CH:18][CH:17]=[CH:16][CH:15]=3)[CH:9]=2)[NH:4][N:3]=1.CC1(C)C(C)(C)OB([C:31]2[CH:45]=[CH:44][C:34]([O:35][CH:36]3[CH2:41][CH2:40][N:39]([CH:42]=[O:43])[CH2:38][CH2:37]3)=[CH:33][CH:32]=2)O1, predict the reaction product. The product is: [CH:42]([N:39]1[CH2:40][CH2:41][CH:36]([O:35][C:34]2[CH:44]=[CH:45][C:31]([C:2]3[C:10]4[C:5](=[CH:6][CH:7]=[C:8]([NH:11][C:12](=[O:22])[C@H:13]([O:20][CH3:21])[C:14]5[CH:19]=[CH:18][CH:17]=[CH:16][CH:15]=5)[CH:9]=4)[NH:4][N:3]=3)=[CH:32][CH:33]=2)[CH2:37][CH2:38]1)=[O:43]. (5) Given the reactants [NH2:1][C:2]1[CH:11]=[CH:10][CH:9]=[C:8]2[C:3]=1[CH:4]=[CH:5][N:6]([C:13]1[C:14]([CH3:19])=[N:15][CH:16]=[CH:17][CH:18]=1)[C:7]2=[O:12].[Cl:20][C:21]1[CH:26]=[CH:25][C:24]([CH2:27][C:28](O)=[O:29])=[CH:23][C:22]=1[C:31]([F:34])([F:33])[F:32].F[P-](F)(F)(F)(F)F.C[N+](C)=C(N(C)C)ON1C2N=CC=CC=2N=N1.C(N(CC)C(C)C)(C)C, predict the reaction product. The product is: [Cl:20][C:21]1[CH:26]=[CH:25][C:24]([CH2:27][C:28]([NH:1][C:2]2[CH:11]=[CH:10][CH:9]=[C:8]3[C:3]=2[CH:4]=[CH:5][N:6]([C:13]2[C:14]([CH3:19])=[N:15][CH:16]=[CH:17][CH:18]=2)[C:7]3=[O:12])=[O:29])=[CH:23][C:22]=1[C:31]([F:32])([F:33])[F:34]. (6) Given the reactants [NH2:1][C:2]1[CH:3]=[CH:4][C:5]([O:23][CH2:24][CH:25]=[CH2:26])=[C:6]([C:8]2[O:9][C:10]3[CH:16]=[CH:15][C:14]([C:17]4[CH:22]=[CH:21][CH:20]=[CH:19][CH:18]=4)=[CH:13][C:11]=3[N:12]=2)[CH:7]=1.[CH:27]1[C:32]([C:33]([OH:35])=[O:34])=[CH:31][C:30]2[C:36]([O:38][C:39](=O)[C:29]=2[CH:28]=1)=[O:37], predict the reaction product. The product is: [CH2:24]([O:23][C:5]1[CH:4]=[CH:3][C:2]([N:1]2[C:36](=[O:37])[C:30]3[C:29](=[CH:28][CH:27]=[C:32]([C:33]([OH:35])=[O:34])[CH:31]=3)[C:39]2=[O:38])=[CH:7][C:6]=1[C:8]1[O:9][C:10]2[CH:16]=[CH:15][C:14]([C:17]3[CH:22]=[CH:21][CH:20]=[CH:19][CH:18]=3)=[CH:13][C:11]=2[N:12]=1)[CH:25]=[CH2:26]. (7) Given the reactants [C:1]([C:8]1[CH:15]=[CH:14][C:11]([CH:12]=O)=[CH:10][CH:9]=1)(=[O:7])[CH2:2][CH2:3][CH2:4][CH2:5][CH3:6].[NH:16]1[CH2:19][CH:18]([C:20]([OH:22])=[O:21])[CH2:17]1.CC(O)=O.[BH3-]C#N.[Na+], predict the reaction product. The product is: [C:1]([C:8]1[CH:15]=[CH:14][C:11]([CH2:12][N:16]2[CH2:19][CH:18]([C:20]([OH:22])=[O:21])[CH2:17]2)=[CH:10][CH:9]=1)(=[O:7])[CH2:2][CH2:3][CH2:4][CH2:5][CH3:6].